This data is from Full USPTO retrosynthesis dataset with 1.9M reactions from patents (1976-2016). The task is: Predict the reactants needed to synthesize the given product. (1) Given the product [NH2:3][C:8]1[N:13]=[C:12]([CH3:14])[C:11]([O:15][CH2:16][C:17]2[CH:22]=[CH:21][CH:20]=[CH:19][CH:18]=2)=[C:10]([CH2:23][CH2:24][CH2:25][CH2:26][CH2:27][CH2:28][CH2:29][CH2:30][CH2:31][CH2:32][O:33][CH2:34][C:35]2[CH:36]=[CH:37][CH:38]=[CH:39][CH:40]=2)[N:9]=1, predict the reactants needed to synthesize it. The reactants are: CC1[N:3]([C:8]2[N:13]=[C:12]([CH3:14])[C:11]([O:15][CH2:16][C:17]3[CH:22]=[CH:21][CH:20]=[CH:19][CH:18]=3)=[C:10]([CH2:23][CH2:24][CH2:25][CH2:26][CH2:27][CH2:28][CH2:29][CH2:30][CH2:31][CH2:32][O:33][CH2:34][C:35]3[CH:40]=[CH:39][CH:38]=[CH:37][CH:36]=3)[N:9]=2)C(C)=CC=1.Cl.NO.[OH-].[K+].[OH-].[Na+]. (2) Given the product [CH2:35]([O:42][NH:43][C:44](=[O:45])[C:47]([N:53]([C:54]([C:56]1[CH:57]=[CH:58][C:59]([C:62]2[CH:67]=[CH:66][CH:65]=[CH:64][CH:63]=2)=[CH:60][CH:61]=1)=[O:55])[CH3:68])([CH3:52])[C:48]([NH:50][CH3:51])=[O:49])[C:36]1[CH:41]=[CH:40][CH:39]=[CH:38][CH:37]=1, predict the reactants needed to synthesize it. The reactants are: CCN(C(C)C)C(C)C.CN(C(ON1N=NC2C=CC=NC1=2)=[N+](C)C)C.F[P-](F)(F)(F)(F)F.Cl.[CH2:35]([O:42][NH2:43])[C:36]1[CH:41]=[CH:40][CH:39]=[CH:38][CH:37]=1.[C:44]([C:47]([N:53]([CH3:68])[C:54]([C:56]1[CH:61]=[CH:60][C:59]([C:62]2[CH:67]=[CH:66][CH:65]=[CH:64][CH:63]=2)=[CH:58][CH:57]=1)=[O:55])([CH3:52])[C:48]([NH:50][CH3:51])=[O:49])(O)=[O:45].C(=O)([O-])O.[Na+]. (3) Given the product [Si:32]([O:23][CH2:22][C@@H:21]([N:12]1[C@H:13]([C:14]2[CH:19]=[CH:18][C:17]([Cl:20])=[CH:16][CH:15]=2)[C@@H:8]([C:4]2[CH:5]=[CH:6][CH:7]=[C:2]([Cl:1])[CH:3]=2)[CH2:9][CH2:10][C:11]1=[O:26])[CH2:24][CH3:25])([C:45]([CH3:48])([CH3:47])[CH3:46])([C:39]1[CH:40]=[CH:41][CH:42]=[CH:43][CH:44]=1)[C:33]1[CH:38]=[CH:37][CH:36]=[CH:35][CH:34]=1, predict the reactants needed to synthesize it. The reactants are: [Cl:1][C:2]1[CH:3]=[C:4]([C@@H:8]2[C@@H:13]([C:14]3[CH:19]=[CH:18][C:17]([Cl:20])=[CH:16][CH:15]=3)[N:12]([C@@H:21]([CH2:24][CH3:25])[CH2:22][OH:23])[C:11](=[O:26])[CH2:10][CH2:9]2)[CH:5]=[CH:6][CH:7]=1.N1C=CN=C1.[Si:32](Cl)([C:45]([CH3:48])([CH3:47])[CH3:46])([C:39]1[CH:44]=[CH:43][CH:42]=[CH:41][CH:40]=1)[C:33]1[CH:38]=[CH:37][CH:36]=[CH:35][CH:34]=1. (4) Given the product [Br:1][C:2]1[CH:7]=[CH:6][C:5]([CH2:8][Br:30])=[C:4]([CH3:10])[CH:3]=1, predict the reactants needed to synthesize it. The reactants are: [Br:1][C:2]1[CH:7]=[CH:6][C:5]([CH2:8]O)=[C:4]([CH3:10])[CH:3]=1.C1(P(C2C=CC=CC=2)C2C=CC=CC=2)C=CC=CC=1.[Br:30]N1C(=O)CCC1=O. (5) Given the product [CH3:14][C:12]1[C:11]([C:15]([F:16])([F:18])[F:17])=[CH:10][C:9]2[NH:19][C:20](=[O:37])[CH2:21][C:22]([C:24]3[CH:29]=[CH:28][CH:27]=[C:26]([C:30]4[CH:31]=[N:32][C:33]([CH3:36])=[CH:34][CH:35]=4)[CH:25]=3)=[N:7][C:8]=2[CH:13]=1, predict the reactants needed to synthesize it. The reactants are: C(OC(=O)[NH:7][C:8]1[CH:13]=[C:12]([CH3:14])[C:11]([C:15]([F:18])([F:17])[F:16])=[CH:10][C:9]=1[NH:19][C:20](=[O:37])[CH2:21][C:22]([C:24]1[CH:29]=[CH:28][CH:27]=[C:26]([C:30]2[CH:31]=[N:32][C:33]([CH3:36])=[CH:34][CH:35]=2)[CH:25]=1)=O)(C)(C)C.C(O)(C(F)(F)F)=O.